This data is from Catalyst prediction with 721,799 reactions and 888 catalyst types from USPTO. The task is: Predict which catalyst facilitates the given reaction. (1) Reactant: [OH:1][C:2]1[CH:9]=[CH:8][C:5]([C:6]#[N:7])=[CH:4][C:3]=1[C:10]([F:13])([F:12])[F:11].C1(P(C2C=CC=CC=2)C2C=CC=CC=2)C=CC=CC=1.[O:33]1[CH2:38][CH2:37][CH:36](O)[CH2:35][CH2:34]1.CC(OC(/N=N/C(OC(C)(C)C)=O)=O)(C)C. Product: [O:33]1[CH2:38][CH2:37][CH:36]([O:1][C:2]2[CH:9]=[CH:8][C:5]([C:6]#[N:7])=[CH:4][C:3]=2[C:10]([F:11])([F:12])[F:13])[CH2:35][CH2:34]1. The catalyst class is: 30. (2) Reactant: [I:1][C:2]1[CH:9]=[C:6]([CH:7]=[O:8])[C:5]([OH:10])=[CH:4][CH:3]=1.C([O-])([O-])=O.[K+].[K+].Br[CH2:18][CH2:19][O:20][Si:21]([C:24]([CH3:27])([CH3:26])[CH3:25])([CH3:23])[CH3:22]. Product: [C:24]([Si:21]([CH3:23])([CH3:22])[O:20][CH2:19][CH2:18][O:10][C:5]1[CH:4]=[CH:3][C:2]([I:1])=[CH:9][C:6]=1[CH:7]=[O:8])([CH3:27])([CH3:26])[CH3:25]. The catalyst class is: 42. (3) Reactant: [CH3:1][C:2]1([CH3:17])[CH2:7][C:6]([CH3:9])([CH3:8])[CH2:5][CH:4]([C:10]2[CH:15]=[CH:14][CH:13]=[CH:12][C:11]=2[NH2:16])[CH2:3]1.[C:18]([OH:23])(=[O:22])[C:19]([OH:21])=[O:20]. Product: [C:18]([OH:23])(=[O:22])[C:19]([OH:21])=[O:20].[CH3:1][C:2]1([CH3:17])[CH2:7][C:6]([CH3:8])([CH3:9])[CH2:5][CH:4]([C:10]2[CH:15]=[CH:14][CH:13]=[CH:12][C:11]=2[NH2:16])[CH2:3]1. The catalyst class is: 644. (4) Reactant: C([O:5][C:6](=[O:44])[CH2:7][N:8]1[CH:12]=[CH:11][C:10]([NH:13][C:14]([C@H:16]2[C@H:20]([C:21]3[CH:26]=[CH:25][CH:24]=[C:23]([Cl:27])[C:22]=3[F:28])[C@:19]([C:31]3[CH:36]=[CH:35][C:34]([Cl:37])=[CH:33][C:32]=3[F:38])([C:29]#[N:30])[C@H:18]([CH2:39][C:40]([CH3:43])([CH3:42])[CH3:41])[NH:17]2)=[O:15])=[N:9]1)(C)(C)C.S(=O)(=O)(O)O. The catalyst class is: 6. Product: [Cl:27][C:23]1[C:22]([F:28])=[C:21]([C@@H:20]2[C@:19]([C:31]3[CH:36]=[CH:35][C:34]([Cl:37])=[CH:33][C:32]=3[F:38])([C:29]#[N:30])[C@H:18]([CH2:39][C:40]([CH3:41])([CH3:42])[CH3:43])[NH:17][C@H:16]2[C:14]([NH:13][C:10]2[CH:11]=[CH:12][N:8]([CH2:7][C:6]([OH:44])=[O:5])[N:9]=2)=[O:15])[CH:26]=[CH:25][CH:24]=1. (5) Reactant: [CH3:1][N:2]1[C:6]([C:7]2[CH:12]=[CH:11][C:10]([CH3:13])=[CH:9][CH:8]=2)=[CH:5][C:4]([CH3:14])=[N:3]1.C1C(=O)N([Br:22])C(=O)C1.O. Product: [Br:22][C:5]1[C:4]([CH3:14])=[N:3][N:2]([CH3:1])[C:6]=1[C:7]1[CH:12]=[CH:11][C:10]([CH3:13])=[CH:9][CH:8]=1. The catalyst class is: 10. (6) Reactant: C([O:3][C:4](=O)[CH:5]([CH2:11][C:12]1[CH:17]=[CH:16][C:15]([Br:18])=[CH:14][CH:13]=1)[C:6](OCC)=[O:7])C.CC(C[AlH]CC(C)C)C.Cl.C(OCC)(=O)C. Product: [Br:18][C:15]1[CH:14]=[CH:13][C:12]([CH2:11][CH:5]([CH2:4][OH:3])[CH2:6][OH:7])=[CH:17][CH:16]=1. The catalyst class is: 1. (7) Reactant: [H-].[H-].[H-].[H-].[Li+].[Al+3].[C:7]([O:11][C:12]([N:14]1[CH2:19][CH2:18][CH:17]([C:20](=[O:25])N(OC)C)[CH2:16][CH2:15]1)=[O:13])([CH3:10])([CH3:9])[CH3:8].OS([O-])(=O)=O.[K+]. Product: [C:7]([O:11][C:12]([N:14]1[CH2:19][CH2:18][CH:17]([CH:20]=[O:25])[CH2:16][CH2:15]1)=[O:13])([CH3:10])([CH3:9])[CH3:8]. The catalyst class is: 1. (8) Reactant: [Cl:1][C:2]1[CH:3]=[CH:4][C:5]2[N:6]=[CH:7][N:8]=[C:9](OC3CCOCC3)[C:10]=2[N:11]=1.[CH3:19][O:20][C:21]1[N:26]=[CH:25][C:24]([NH2:27])=[CH:23][CH:22]=1.C([O-])(=O)C.[Na+]. Product: [Cl:1][C:2]1[CH:3]=[CH:4][C:5]2[N:6]=[CH:7][N:8]=[C:9]([NH:27][C:24]3[CH:25]=[N:26][C:21]([O:20][CH3:19])=[CH:22][CH:23]=3)[C:10]=2[N:11]=1. The catalyst class is: 25.